Dataset: Reaction yield outcomes from USPTO patents with 853,638 reactions. Task: Predict the reaction yield, written as a fraction of the theoretical maximum amount of product (1.0 means a 100% yield; for example, 0.34 means a 34% yield). (1) The reactants are I[C:2]1[CH:14]=[CH:13][C:5]2[C:6](=[O:12])[CH2:7][CH2:8][C:9](=[O:11])[NH:10][C:4]=2[CH:3]=1.[F-].[K+].[Sn](C)(C)(C)[CH3:18].CCOC(C)=O. The catalyst is CN(C=O)C.[Cu]I.C1C=CC([P]([Pd]([P](C2C=CC=CC=2)(C2C=CC=CC=2)C2C=CC=CC=2)([P](C2C=CC=CC=2)(C2C=CC=CC=2)C2C=CC=CC=2)[P](C2C=CC=CC=2)(C2C=CC=CC=2)C2C=CC=CC=2)(C2C=CC=CC=2)C2C=CC=CC=2)=CC=1. The product is [CH3:18][C:2]1[CH:14]=[CH:13][C:5]2[C:6](=[O:12])[CH2:7][CH2:8][C:9](=[O:11])[NH:10][C:4]=2[CH:3]=1. The yield is 0.320. (2) The reactants are [N:1]1[CH:6]=[CH:5][CH:4]=[C:3]([C:7]2[S:8][C:9](C(O)=O)=[C:10]([C:12]([F:15])([F:14])[F:13])[N:11]=2)[CH:2]=1.CC[N:21]([CH2:24]C)CC.C1(P(N=[N+]=[N-])(C2C=CC=CC=2)=[O:33])C=CC=CC=1.C1(C)C=CC=CC=1.[C:50]([OH:54])([CH3:53])([CH3:52])[CH3:51]. No catalyst specified. The product is [C:50]([O:54][C:24](=[O:33])[NH:21][C:9]1[S:8][C:7]([C:3]2[CH:2]=[N:1][CH:6]=[CH:5][CH:4]=2)=[N:11][C:10]=1[C:12]([F:13])([F:14])[F:15])([CH3:53])([CH3:52])[CH3:51]. The yield is 0.590. (3) The yield is 1.00. The catalyst is C1COCC1.CCOC(C)=O. The reactants are [CH2:1]([O:8][C:9]([NH:11][C:12]1[CH:13]=[N:14][CH:15]=[CH:16][C:17]=1[C@H:18]1[CH2:23][C@@H:22]([NH:24][C:25](=[O:34])[O:26][CH2:27][C:28]2[CH:33]=[CH:32][CH:31]=[CH:30][CH:29]=2)[C:21](=[O:35])[C@@H:20]([CH3:36])[CH2:19]1)=[O:10])[C:2]1[CH:7]=[CH:6][CH:5]=[CH:4][CH:3]=1.[CH2:37](O)[CH2:38][OH:39].B(F)(F)F.CCOCC. The product is [CH2:1]([O:8][C:9]([NH:11][C:12]1[CH:13]=[N:14][CH:15]=[CH:16][C:17]=1[C@@H:18]1[CH2:19][C@H:20]([CH3:36])[C:21]2([O:39][CH2:38][CH2:37][O:35]2)[C@H:22]([NH:24][C:25](=[O:34])[O:26][CH2:27][C:28]2[CH:33]=[CH:32][CH:31]=[CH:30][CH:29]=2)[CH2:23]1)=[O:10])[C:2]1[CH:7]=[CH:6][CH:5]=[CH:4][CH:3]=1. (4) The reactants are [Cl:1][C:2]1[CH:3]=[C:4]([NH:10][C:11]([CH2:13][CH:14]([CH3:19])[CH2:15][C:16]([OH:18])=O)=[O:12])[CH:5]=[CH:6][C:7]=1[C:8]#[N:9].CCN(C(C)C)C(C)C.C(P1(=O)OP(CCC)(=O)OP(CCC)(=O)O1)CC.[NH2:47][C:48]1[CH:49]=[C:50]2[C:55](=[CH:56][CH:57]=1)[N:54]([CH2:58][CH2:59][C:60]#[N:61])[C:53](=[O:62])[N:52]([CH2:63][CH3:64])[C:51]2=[O:65]. The catalyst is C(OCC)(=O)C.O. The product is [Cl:1][C:2]1[CH:3]=[C:4]([NH:10][C:11](=[O:12])[CH2:13][CH:14]([CH3:19])[CH2:15][C:16]([NH:47][C:48]2[CH:49]=[C:50]3[C:55](=[CH:56][CH:57]=2)[N:54]([CH2:58][CH2:59][C:60]#[N:61])[C:53](=[O:62])[N:52]([CH2:63][CH3:64])[C:51]3=[O:65])=[O:18])[CH:5]=[CH:6][C:7]=1[C:8]#[N:9]. The yield is 0.140. (5) The reactants are [Si:1]([O:8][C@H:9]1[CH2:14][CH2:13][C@H:12]([N:15]2[CH:19]=[C:18](B3OC(C)(C)C(C)(C)O3)[CH:17]=[N:16]2)[CH2:11][CH2:10]1)([C:4]([CH3:7])([CH3:6])[CH3:5])([CH3:3])[CH3:2].Br[C:30]1[CH:31]=[C:32]2[C:38]([CH:39]([C:60]3[C:65]([O:66][CH:67]([F:69])[F:68])=[CH:64][CH:63]=[C:62]([F:70])[C:61]=3[Cl:71])[C:40]([F:59])([S:50]([C:53]3[CH:58]=[CH:57][CH:56]=[CH:55][CH:54]=3)(=[O:52])=[O:51])[S:41]([C:44]3[CH:49]=[CH:48][CH:47]=[CH:46][CH:45]=3)(=[O:43])=[O:42])=[CH:37][NH:36][C:33]2=[N:34][CH:35]=1.[F-].[K+]. The catalyst is O1CCOCC1.O. The product is [Si:1]([O:8][C@H:9]1[CH2:14][CH2:13][C@H:12]([N:15]2[CH:19]=[C:18]([C:30]3[CH:31]=[C:32]4[C:38]([CH:39]([C:60]5[C:65]([O:66][CH:67]([F:68])[F:69])=[CH:64][CH:63]=[C:62]([F:70])[C:61]=5[Cl:71])[C:40]([F:59])([S:50]([C:53]5[CH:58]=[CH:57][CH:56]=[CH:55][CH:54]=5)(=[O:51])=[O:52])[S:41]([C:44]5[CH:49]=[CH:48][CH:47]=[CH:46][CH:45]=5)(=[O:42])=[O:43])=[CH:37][NH:36][C:33]4=[N:34][CH:35]=3)[CH:17]=[N:16]2)[CH2:11][CH2:10]1)([C:4]([CH3:5])([CH3:7])[CH3:6])([CH3:3])[CH3:2]. The yield is 0.820. (6) The reactants are FC(F)(F)C(O)=O.[NH2:8][CH2:9][C:10]1[CH:34]=[C:33]([F:35])[CH:32]=[CH:31][C:11]=1[CH2:12][O:13][C:14]1[CH:19]=[C:18]([CH3:20])[N:17]([C:21]2[C:26]([F:27])=[CH:25][CH:24]=[CH:23][C:22]=2[F:28])[C:16](=[O:29])[C:15]=1[Br:30].C(N(CC)CC)C.C([O:46][CH2:47][C:48](Cl)=[O:49])(=O)C. The catalyst is C1COCC1.O. The product is [Br:30][C:15]1[C:16](=[O:29])[N:17]([C:21]2[C:22]([F:28])=[CH:23][CH:24]=[CH:25][C:26]=2[F:27])[C:18]([CH3:20])=[CH:19][C:14]=1[O:13][CH2:12][C:11]1[CH:31]=[CH:32][C:33]([F:35])=[CH:34][C:10]=1[CH2:9][NH:8][C:47](=[O:46])[CH2:48][OH:49]. The yield is 0.300. (7) The reactants are [Si]([O:8][CH2:9][C:10]1[C:11]([C:16]2[CH:20]=[CH:19][N:18]([CH2:21][CH2:22][C:23]([O:25][CH3:26])=[O:24])[N:17]=2)=[N:12][CH:13]=[CH:14][CH:15]=1)(C(C)(C)C)(C)C.Cl. The catalyst is CO. The product is [OH:8][CH2:9][C:10]1[C:11]([C:16]2[CH:20]=[CH:19][N:18]([CH2:21][CH2:22][C:23]([O:25][CH3:26])=[O:24])[N:17]=2)=[N:12][CH:13]=[CH:14][CH:15]=1. The yield is 0.670. (8) The reactants are [CH3:1][CH:2]([OH:4])[CH3:3].[Na].Cl[C:7]1[N:12]=[C:11]([O:13][CH:14]([CH3:16])[CH3:15])[N:10]=[C:9]([NH:17][C:18]2[CH:23]=[CH:22][C:21]([N:24]3[CH:28]=[C:27]([CH3:29])[N:26]=[CH:25]3)=[C:20]([O:30][CH3:31])[CH:19]=2)[N:8]=1. The catalyst is O. The product is [CH:2]([O:4][C:7]1[N:12]=[C:11]([O:13][CH:14]([CH3:16])[CH3:15])[N:10]=[C:9]([NH:17][C:18]2[CH:23]=[CH:22][C:21]([N:24]3[CH:28]=[C:27]([CH3:29])[N:26]=[CH:25]3)=[C:20]([O:30][CH3:31])[CH:19]=2)[N:8]=1)([CH3:3])[CH3:1]. The yield is 0.670. (9) The reactants are Cl[C:2]1[N:7]=[C:6]([O:8][CH:9]([CH3:11])[CH3:10])[C:5]([N+:12]([O-:14])=[O:13])=[CH:4][CH:3]=1.[CH2:15]([Sn](CCCC)(CCCC)C=C)[CH2:16]CC. The catalyst is C1(C)C=CC=CC=1.[Cl-].[Na+].O.[Pd].C1(P(C2C=CC=CC=2)C2C=CC=CC=2)C=CC=CC=1.C1(P(C2C=CC=CC=2)C2C=CC=CC=2)C=CC=CC=1.C1(P(C2C=CC=CC=2)C2C=CC=CC=2)C=CC=CC=1.C1(P(C2C=CC=CC=2)C2C=CC=CC=2)C=CC=CC=1. The product is [CH:9]([O:8][C:6]1[C:5]([N+:12]([O-:14])=[O:13])=[CH:4][CH:3]=[C:2]([CH:15]=[CH2:16])[N:7]=1)([CH3:11])[CH3:10]. The yield is 0.900.